This data is from Forward reaction prediction with 1.9M reactions from USPTO patents (1976-2016). The task is: Predict the product of the given reaction. (1) Given the reactants [CH3:1][C:2]1[C:7]2[NH:8][C:9](=[O:11])[O:10][C:6]=2[CH:5]=[CH:4][CH:3]=1.C([O-])([O-])=O.[K+].[K+].[CH2:18]([O:25][C:26](=[O:29])[CH2:27]Br)[C:19]1[CH:24]=[CH:23][CH:22]=[CH:21][CH:20]=1, predict the reaction product. The product is: [CH2:18]([O:25][C:26](=[O:29])[CH2:27][N:8]1[C:7]2[C:2]([CH3:1])=[CH:3][CH:4]=[CH:5][C:6]=2[O:10][C:9]1=[O:11])[C:19]1[CH:24]=[CH:23][CH:22]=[CH:21][CH:20]=1. (2) Given the reactants C1C2C(COC([N:18]3[CH2:23][C@H:22]([NH:24][C:25]([O:27]C(C)(C)C)=O)[CH2:21][C@H:20]([C:32]([OH:34])=O)[CH2:19]3)=O)C3C(=CC=CC=3)C=2C=CC=1.[CH2:35]([NH:37][C:38]1[CH:39]=[CH:40][C:41]2[O:46][CH2:45][C:44](=[O:47])[N:43]([CH2:48][CH2:49][CH2:50][O:51][CH3:52])[C:42]=2[CH:53]=1)[CH3:36], predict the reaction product. The product is: [CH2:35]([N:37]([C:38]1[CH:39]=[CH:40][C:41]2[O:46][CH2:45][C:44](=[O:47])[N:43]([CH2:48][CH2:49][CH2:50][O:51][CH3:52])[C:42]=2[CH:53]=1)[C:32]([C@H:20]1[CH2:21][C@@H:22]([NH:24][C:25](=[O:27])[C:20]([CH3:32])([CH3:21])[CH3:19])[CH2:23][NH:18][CH2:19]1)=[O:34])[CH3:36]. (3) Given the reactants [Br:1][C:2]1[N:7]=[CH:6][C:5]([NH2:8])=[CH:4][CH:3]=1.[C:9](O[C:9]([O:11][C:12]([CH3:15])([CH3:14])[CH3:13])=[O:10])([O:11][C:12]([CH3:15])([CH3:14])[CH3:13])=[O:10].C(N(CC)CC)C, predict the reaction product. The product is: [Br:1][C:2]1[N:7]=[CH:6][C:5]([NH:8][C:9](=[O:10])[O:11][C:12]([CH3:15])([CH3:14])[CH3:13])=[CH:4][CH:3]=1. (4) Given the reactants C(OC(=O)[N:7]([C:16]1[S:17][C@:18]2([C:32](=[O:34])[NH2:33])[C@H:20]([C@:21]([C:24]3[CH:29]=[C:28]([NH2:30])[CH:27]=[CH:26][C:25]=3[F:31])([CH3:23])[N:22]=1)[CH2:19]2)COCC[Si](C)(C)C)(C)(C)C.S(=O)(=O)(O)O.O.[O-]P([O-])([O-])=O.[K+].[K+].[K+], predict the reaction product. The product is: [NH2:7][C:16]1[S:17][C@:18]2([C:32]([NH2:33])=[O:34])[C@H:20]([C@:21]([C:24]3[CH:29]=[C:28]([NH2:30])[CH:27]=[CH:26][C:25]=3[F:31])([CH3:23])[N:22]=1)[CH2:19]2. (5) Given the reactants [N+:1]([C:4]1[CH:9]=[CH:8][C:7]([SH:10])=[CH:6][CH:5]=1)([O-:3])=[O:2].[CH3:11][C:12]1[CH:13]=[C:14]([CH:17]=[C:18]([CH3:20])[CH:19]=1)[CH2:15]O.C1(P(C2C=CC=CC=2)C2C=CC=CC=2)C=CC=CC=1.N(C(OCC)=O)=NC(OCC)=O, predict the reaction product. The product is: [CH3:11][C:12]1[CH:19]=[C:18]([CH:17]=[C:14]([CH3:15])[CH:13]=1)[CH2:20][S:10][C:7]1[CH:8]=[CH:9][C:4]([N+:1]([O-:3])=[O:2])=[CH:5][CH:6]=1. (6) Given the reactants C(N(CC)CC)C.[F:8][C:9]([F:22])([F:21])[S:10]([O:13]S(C(F)(F)F)(=O)=O)(=[O:12])=[O:11].[Cl:23][C:24]1[NH:29][C:28](=O)[C:27]([N+:31]([O-:33])=[O:32])=[C:26](O)[C:25]=1[CH3:35].[C:36]([O:40][C:41]([CH3:44])([CH3:43])[CH3:42])(=[O:39])[NH:37][NH2:38], predict the reaction product. The product is: [Cl:23][C:24]1[C:25]([CH3:35])=[C:26]([NH:38][NH:37][C:36]([O:40][C:41]([CH3:44])([CH3:43])[CH3:42])=[O:39])[C:27]([N+:31]([O-:33])=[O:32])=[C:28]([O:13][S:10]([C:9]([F:22])([F:21])[F:8])(=[O:12])=[O:11])[N:29]=1. (7) Given the reactants [C:1]1([NH:7][C:8]2[CH:33]=[CH:32][C:31]3[C:13]4=[CH:14][C:15]5[C:16]([CH3:30])([CH3:29])[C:17]6[C:22]([C:23]=5[CH:24]=[C:12]4[C:11]([CH3:35])([CH3:34])[C:10]=3[CH:9]=2)=[C:21]2[CH:25]=[CH:26][CH:27]=[CH:28][C:20]2=[CH:19][CH:18]=6)[CH:6]=[CH:5][CH:4]=[CH:3][CH:2]=1.Br[C:37]1[CH:38]=[CH:39][C:40]2[C:41]3[C:42]4[CH:61]=[CH:60][CH:59]=[CH:58][C:43]=4[C:44]([C:52]4[CH:57]=[CH:56][CH:55]=[CH:54][CH:53]=4)=[CH:45][C:46]=3[C:47]([CH3:51])([CH3:50])[C:48]=2[CH:49]=1.C(P(C(C)(C)C)C(C)(C)C)(C)(C)C.CC(C)([O-])C.[Na+], predict the reaction product. The product is: [CH3:30][C:16]1([CH3:29])[C:15]2[CH:14]=[C:13]3[C:31]4[CH:32]=[CH:33][C:8]([N:7]([C:37]5[CH:38]=[CH:39][C:40]6[C:41]7[C:42]8[CH:61]=[CH:60][CH:59]=[CH:58][C:43]=8[C:44]([C:52]8[CH:53]=[CH:54][CH:55]=[CH:56][CH:57]=8)=[CH:45][C:46]=7[C:47]([CH3:51])([CH3:50])[C:48]=6[CH:49]=5)[C:1]5[CH:6]=[CH:5][CH:4]=[CH:3][CH:2]=5)=[CH:9][C:10]=4[C:11]([CH3:35])([CH3:34])[C:12]3=[CH:24][C:23]=2[C:22]2[C:17]1=[CH:18][CH:19]=[C:20]1[CH:28]=[CH:27][CH:26]=[CH:25][C:21]1=2.